Dataset: Reaction yield outcomes from USPTO patents with 853,638 reactions. Task: Predict the reaction yield, written as a fraction of the theoretical maximum amount of product (1.0 means a 100% yield; for example, 0.34 means a 34% yield). (1) The reactants are [C:1]1([N:7](C2C=CC=CC=2)[C:8]2[CH:21]=[CH:20][C:19]3[C:10](=C(C4C=CC=CC=4)[C:19]4[C:10](C=3C3C=CC=CC=3)=[CH:9][C:8]([N:7](C3C=CC=CC=3)[C:1]3[CH:2]=[CH:3][CH:4]=[CH:5][CH:6]=3)=[CH:21][CH:20]=4)[CH:9]=2)[CH:6]=[CH:5][CH:4]=[CH:3][CH:2]=1.Br[C:54]1[CH:67]=[CH:66][C:65]2[C:64](=[O:68])[C:63]3[C:58](=[CH:59][CH:60]=[C:61](Br)[CH:62]=3)[C:57](=[O:70])[C:56]=2[CH:55]=1.[C:71]1([NH:77][C:78]2[CH:83]=[CH:82][CH:81]=[CH:80][CH:79]=2)[CH:76]=[CH:75][CH:74]=[CH:73][CH:72]=1.CC(C)([O-])C.[Na+]. The catalyst is C([O-])(=O)C.[Pd+2].C([O-])(=O)C.C(P(C(C)(C)C)C(C)(C)C)(C)(C)C.C1(C)C=CC=CC=1. The product is [C:78]1([N:77]([C:71]2[CH:72]=[CH:73][CH:74]=[CH:75][CH:76]=2)[C:54]2[CH:67]=[CH:66][C:65]3[C:64](=[O:68])[C:63]4[C:58](=[CH:59][CH:60]=[C:61]([N:7]([C:1]5[CH:2]=[CH:3][CH:4]=[CH:5][CH:6]=5)[C:8]5[CH:21]=[CH:20][CH:19]=[CH:10][CH:9]=5)[CH:62]=4)[C:57](=[O:70])[C:56]=3[CH:55]=2)[CH:79]=[CH:80][CH:81]=[CH:82][CH:83]=1. The yield is 0.750. (2) The reactants are C[O:2][C:3]([C:5]1[CH:6]=[C:7]2[C:11](=[CH:12][CH:13]=1)[N:10]([C:14]([O:16][C:17]([CH3:20])([CH3:19])[CH3:18])=[O:15])[CH2:9][CH2:8]2)=[O:4].[OH-].[Na+]. The catalyst is CO. The product is [C:17]([O:16][C:14]([N:10]1[C:11]2[C:7](=[CH:6][C:5]([C:3]([OH:4])=[O:2])=[CH:13][CH:12]=2)[CH2:8][CH2:9]1)=[O:15])([CH3:20])([CH3:18])[CH3:19]. The yield is 0.690. (3) The reactants are CC1(C)[O:7][C:6](=[O:8])[CH2:5][C:4](=[O:9])O1.[CH:11]([NH:14][C:15]1[CH:22]=[CH:21][CH:20]=[CH:19][C:16]=1[CH:17]=O)([CH3:13])[CH3:12].C(O)(=O)C.C(N)CN. The catalyst is CO. The product is [CH:11]([N:14]1[C:15]2[C:16](=[CH:19][CH:20]=[CH:21][CH:22]=2)[CH:17]=[C:5]([C:6]([OH:7])=[O:8])[C:4]1=[O:9])([CH3:13])[CH3:12]. The yield is 0.980. (4) The reactants are [C:1]([NH:4][C:5]1[C:6](=[O:17])[N:7]([C@@H:11]([CH2:15][CH3:16])[C:12]([OH:14])=O)[CH:8]=[CH:9][CH:10]=1)(=[O:3])[CH3:2].[C:18]([O:22][C:23](=[O:41])[CH2:24][CH:25]([NH2:40])[CH:26]([OH:39])[CH2:27][O:28][C:29]1[C:34]([F:35])=[C:33]([F:36])[CH:32]=[C:31]([F:37])[C:30]=1[F:38])([CH3:21])([CH3:20])[CH3:19].C1C=CC2N(O)N=NC=2C=1.C(Cl)CCl. The catalyst is CN(C1C=CN=CC=1)C.C1COCC1. The product is [C:18]([O:22][C:23](=[O:41])[CH2:24][C@H:25]([NH:40][C:12](=[O:14])[CH:11]([N:7]1[CH:8]=[CH:9][CH:10]=[C:5]([NH:4][C:1](=[O:3])[CH3:2])[C:6]1=[O:17])[CH2:15][CH3:16])[C@H:26]([OH:39])[CH2:27][O:28][C:29]1[C:30]([F:38])=[C:31]([F:37])[CH:32]=[C:33]([F:36])[C:34]=1[F:35])([CH3:21])([CH3:19])[CH3:20]. The yield is 0.920. (5) The reactants are [CH3:1][C:2]1[O:6][C:5]([C:7]([O:9]C)=[O:8])=[CH:4][C:3]=1[C:11]1[N:15]([CH3:16])[N:14]=[CH:13][CH:12]=1.[OH-].[Na+]. The catalyst is O1CCCC1. The product is [CH3:1][C:2]1[O:6][C:5]([C:7]([OH:9])=[O:8])=[CH:4][C:3]=1[C:11]1[N:15]([CH3:16])[N:14]=[CH:13][CH:12]=1. The yield is 0.630. (6) The reactants are [Cl:1][C:2]1[CH:18]=[C:17]([F:19])[CH:16]=[CH:15][C:3]=1[C:4]([NH:6][C:7]1[CH:12]=[CH:11][C:10]([F:13])=[C:9]([NH2:14])[CH:8]=1)=[O:5].[CH3:20][N:21]1[CH2:26][CH2:25][C:24](=O)[CH2:23][CH2:22]1.C(O)(=O)C.C(O[BH-](OC(=O)C)OC(=O)C)(=O)C.[Na+]. The catalyst is C(OCC)(=O)C.ClCCCl. The product is [ClH:1].[Cl:1][C:2]1[CH:18]=[C:17]([F:19])[CH:16]=[CH:15][C:3]=1[C:4]([NH:6][C:7]1[CH:12]=[CH:11][C:10]([F:13])=[C:9]([NH:14][CH:24]2[CH2:25][CH2:26][N:21]([CH3:20])[CH2:22][CH2:23]2)[CH:8]=1)=[O:5]. The yield is 0.690. (7) The reactants are [NH2:1][C:2]1[CH:3]=[CH:4][C:5]([O:18][CH3:19])=[C:6]([NH:8][C:9]([NH:11][C:12]2[CH:17]=[N:16][CH:15]=[CH:14][N:13]=2)=[O:10])[CH:7]=1.[CH3:20][S:21](Cl)(=[O:23])=[O:22]. The catalyst is N1C=CC=CC=1. The yield is 0.610. The product is [CH3:19][O:18][C:5]1[CH:4]=[CH:3][C:2]([NH:1][S:21]([CH3:20])(=[O:23])=[O:22])=[CH:7][C:6]=1[NH:8][C:9]([NH:11][C:12]1[CH:17]=[N:16][CH:15]=[CH:14][N:13]=1)=[O:10]. (8) The reactants are [OH:1][CH2:2][C@@H:3]1[CH2:7][N:6]([C:8]([O:10][C:11]([CH3:14])([CH3:13])[CH3:12])=[O:9])[C@H:5]([C:15]([O:17][CH3:18])=[O:16])[CH2:4]1.[C:19](C1C=CC=C(C(C)(C)C)N=1)(C)(C)C.CI. The catalyst is C(Cl)Cl.C(S([O-])(=O)=O)(F)(F)F.[Ag+]. The product is [CH3:19][O:1][CH2:2][C@@H:3]1[CH2:7][N:6]([C:8]([O:10][C:11]([CH3:13])([CH3:14])[CH3:12])=[O:9])[C@H:5]([C:15]([O:17][CH3:18])=[O:16])[CH2:4]1. The yield is 0.780. (9) The reactants are [NH2:1][C@@H:2]1[C:11]2[C:6](=[CH:7][CH:8]=[CH:9][CH:10]=2)[C@H:5]([OH:12])[CH2:4][CH2:3]1.[H-].[Na+].[CH3:15][C@H:16]1[CH2:21][CH2:20][CH2:19][C@@H:18]([CH3:22])[N:17]1[C:23]1[N:27]2[CH:28]=[C:29](F)[CH:30]=[CH:31][C:26]2=[N:25][N:24]=1. The catalyst is CN(C=O)C.O. The product is [CH3:15][C@H:16]1[CH2:21][CH2:20][CH2:19][C@@H:18]([CH3:22])[N:17]1[C:23]1[N:27]2[CH:28]=[C:29]([O:12][C@H:5]3[C:6]4[C:11](=[CH:10][CH:9]=[CH:8][CH:7]=4)[C@@H:2]([NH2:1])[CH2:3][CH2:4]3)[CH:30]=[CH:31][C:26]2=[N:25][N:24]=1. The yield is 0.930.